Dataset: Reaction yield outcomes from USPTO patents with 853,638 reactions. Task: Predict the reaction yield, written as a fraction of the theoretical maximum amount of product (1.0 means a 100% yield; for example, 0.34 means a 34% yield). (1) The reactants are C[O:2][C:3](=[O:40])[CH:4]([C:9]1[CH:14]=[C:13]([C:15]2[CH:20]=[CH:19][C:18]([C:21]([F:24])([F:23])[F:22])=[CH:17][CH:16]=2)[N:12]=[C:11]([N:25]([CH2:36][CH:37]([CH3:39])[CH3:38])[C:26]2[CH:31]=[CH:30][C:29]([C:32]([F:35])([F:34])[F:33])=[CH:28][CH:27]=2)[CH:10]=1)[CH2:5][CH:6]([CH3:8])[CH3:7].C(O)(=O)CC(CC(O)=O)(C(O)=O)O. The catalyst is [OH-].[Na+].C1COCC1. The product is [CH2:36]([N:25]([C:26]1[CH:31]=[CH:30][C:29]([C:32]([F:35])([F:33])[F:34])=[CH:28][CH:27]=1)[C:11]1[CH:10]=[C:9]([CH:4]([CH2:5][CH:6]([CH3:8])[CH3:7])[C:3]([OH:40])=[O:2])[CH:14]=[C:13]([C:15]2[CH:20]=[CH:19][C:18]([C:21]([F:23])([F:24])[F:22])=[CH:17][CH:16]=2)[N:12]=1)[CH:37]([CH3:38])[CH3:39]. The yield is 0.710. (2) The reactants are [C:1]1(P([C:1]2[CH:6]=CC=[CH:3][CH:2]=2)[C:1]2[CH:6]=CC=[CH:3][CH:2]=2)[CH:6]=CC=[CH:3][CH:2]=1.C(O)C#CC.[CH2:25]([O:27][C:28](=[O:40])[CH2:29][CH2:30][CH2:31][O:32][C:33]1[CH:38]=[CH:37][C:36]([OH:39])=[CH:35][CH:34]=1)[CH3:26].N(C(OCC)=O)=NC(OCC)=O. The catalyst is C1C=CC=CC=1.C1COCC1. The product is [CH2:25]([O:27][C:28](=[O:40])[CH2:29][CH2:30][CH2:31][O:32][C:33]1[CH:34]=[CH:35][C:36]([O:39][CH2:6][C:1]#[C:2][CH3:3])=[CH:37][CH:38]=1)[CH3:26]. The yield is 0.580. (3) The reactants are S1(OS(=O)(=O)OOOO1)(=O)=O.[K].[CH3:13][C:14]1[C:19]([CH3:20])=[CH:18][CH:17]=[CH:16][C:15]=1[O:21][CH3:22].C(OCC)(=[O:25])C.CCCCCC. The catalyst is O.C(#N)C.O.O.O.O.O.S([O-])([O-])(=O)=O.[Cu+2]. The product is [CH3:22][O:21][C:15]1[CH:16]=[CH:17][CH:18]=[C:19]([CH3:20])[C:14]=1[CH:13]=[O:25]. The yield is 0.442. (4) The catalyst is CCOCC. The yield is 0.630. The reactants are C(#N)C.[NH2:4][C:5]1[CH:10]=[CH:9][C:8]([SH:11])=[CH:7][CH:6]=1.C(N(CC)CC)C.I[C:20]([F:29])([F:28])[C:21]([F:27])([F:26])[C:22]([F:25])([F:24])[F:23]. The product is [F:26][C:21]([F:27])([C:22]([F:25])([F:24])[F:23])[C:20]([F:29])([F:28])[S:11][C:8]1[CH:9]=[CH:10][C:5]([NH2:4])=[CH:6][CH:7]=1. (5) The reactants are [Na:1].[CH3:2][C:3]1[C:4]([CH2:20][S:21]([C:23]2[NH:27][C:26]3[CH:28]=[CH:29][CH:30]=[CH:31][C:25]=3[N:24]=2)=[O:22])=[N:5][CH:6]=[CH:7][C:8]=1[O:9][CH2:10][C:11]12[CH2:18][O:17][C:14]([CH3:19])([O:15][CH2:16]1)[O:13][CH2:12]2.[CH:32]1(C23OCC(CO)(CO2)CO3)[CH2:35]C[CH2:33]1. The product is [Na:1].[CH:19]1([C:14]23[O:15][CH2:16][C:11]([CH2:10][O:9][C:8]4[CH:7]=[CH:6][N:5]=[C:4]([CH2:20][S:21]([C:23]5[NH:24][C:25]6[CH:31]=[CH:30][CH:29]=[CH:28][C:26]=6[N:27]=5)=[O:22])[C:3]=4[CH3:2])([CH2:12][O:13]2)[CH2:18][O:17]3)[CH2:35][CH2:32][CH2:33]1. The yield is 0.0230. No catalyst specified. (6) The reactants are O=[CH:2][C:3]([C:19]1[CH:24]=[CH:23][CH:22]=[CH:21][CH:20]=1)([C:13]1[CH:18]=[CH:17][CH:16]=[CH:15][CH:14]=1)[CH2:4][NH:5][C:6](=[O:12])[O:7][C:8]([CH3:11])([CH3:10])[CH3:9].[NH:25]1[CH2:30][CH2:29][CH2:28][CH2:27][CH2:26]1.[BH4-].[Na+]. The catalyst is C(O)C.CC(C)[O-].[Ti+4].CC(C)[O-].CC(C)[O-].CC(C)[O-]. The product is [C:19]1([C:3]([C:13]2[CH:14]=[CH:15][CH:16]=[CH:17][CH:18]=2)([CH2:2][N:25]2[CH2:30][CH2:29][CH2:28][CH2:27][CH2:26]2)[CH2:4][NH:5][C:6](=[O:12])[O:7][C:8]([CH3:9])([CH3:11])[CH3:10])[CH:20]=[CH:21][CH:22]=[CH:23][CH:24]=1. The yield is 0.180.